This data is from Catalyst prediction with 721,799 reactions and 888 catalyst types from USPTO. The task is: Predict which catalyst facilitates the given reaction. (1) Reactant: [NH2:1][C:2]1[N:6]([CH3:7])[N:5]=[CH:4][C:3]=1[C:8]([O:10][CH2:11][CH3:12])=[O:9].CCN(C(C)C)C(C)C.[Br:22][C:23]1[CH:31]=[CH:30][C:26]([C:27](Cl)=[O:28])=[C:25]([F:32])[CH:24]=1. Product: [Br:22][C:23]1[CH:31]=[CH:30][C:26]([C:27]([NH:1][C:2]2[N:6]([CH3:7])[N:5]=[CH:4][C:3]=2[C:8]([O:10][CH2:11][CH3:12])=[O:9])=[O:28])=[C:25]([F:32])[CH:24]=1. The catalyst class is: 11. (2) Reactant: [CH2:1]([C:3]([CH2:12][CH3:13])=[C:4]([NH:9][CH:10]=[O:11])[C:5]([O:7][CH3:8])=[O:6])[CH3:2]. Product: [CH2:12]([CH:3]([CH2:1][CH3:2])[C@@H:4]([C:5]([O:7][CH3:8])=[O:6])[NH:9][CH:10]=[O:11])[CH3:13]. The catalyst class is: 285. (3) Reactant: [C:1]([C:5]1[CH:22]=[CH:21][C:8]([C:9]([NH:11][C:12]2[CH:17]=[CH:16][N:15]=[CH:14][C:13]=2[C:18](O)=[O:19])=[O:10])=[C:7]([O:23][CH:24]2[CH2:29][CH2:28][N:27]([C:30]([O:32][C:33]([CH3:36])([CH3:35])[CH3:34])=[O:31])[CH2:26][CH2:25]2)[CH:6]=1)([CH3:4])([CH3:3])[CH3:2].Cl.CN(C)CCCN=C=NCC. Product: [C:1]([C:5]1[CH:22]=[CH:21][C:8]([C:9]2[O:10][C:18](=[O:19])[C:13]3[CH:14]=[N:15][CH:16]=[CH:17][C:12]=3[N:11]=2)=[C:7]([O:23][CH:24]2[CH2:29][CH2:28][N:27]([C:30]([O:32][C:33]([CH3:35])([CH3:34])[CH3:36])=[O:31])[CH2:26][CH2:25]2)[CH:6]=1)([CH3:3])([CH3:4])[CH3:2]. The catalyst class is: 3. (4) Reactant: [N+:1]([C:4]1[CH:5]=[C:6]([CH:23]=[C:24]([N+:26]([O-:28])=[O:27])[CH:25]=1)[C:7]([NH:9][C@H:10]([C:17]1[CH:22]=[CH:21][CH:20]=[CH:19][CH:18]=1)[CH2:11][C:12]([O:14]CC)=[O:13])=[O:8])([O-:3])=[O:2].O.[OH-].[Na+].Cl. Product: [N+:1]([C:4]1[CH:5]=[C:6]([CH:23]=[C:24]([N+:26]([O-:28])=[O:27])[CH:25]=1)[C:7]([NH:9][C@H:10]([C:17]1[CH:22]=[CH:21][CH:20]=[CH:19][CH:18]=1)[CH2:11][C:12]([OH:14])=[O:13])=[O:8])([O-:3])=[O:2]. The catalyst class is: 7. (5) Reactant: Cl.Cl.[NH2:3][C@@H:4]1[C:18](=[O:19])[N:17]2[CH2:20][C@H:21]([O:23][C:24]3[C:33]4[C:28](=[C:29]([CH3:36])[C:30]([O:34][CH3:35])=[CH:31][CH:32]=4)[N:27]=[C:26]([C:37]4[S:38][CH:39]=[C:40]([CH:42]([CH3:44])[CH3:43])[N:41]=4)[CH:25]=3)[CH2:22][C@H:16]2[C:15](=[O:45])[NH:14][C@:13]2([C:47]([NH:49][S:50]([CH:53]3[CH2:55][CH2:54]3)(=[O:52])=[O:51])=[O:48])[CH2:46][C@H:12]2[CH:11]=[CH:10][CH2:9][CH2:8][CH2:7][CH2:6][CH2:5]1.C(N(CC)C(C)C)(C)C.ClC(Cl)(O[C:69](=[O:75])OC(Cl)(Cl)Cl)Cl.[C:77]1([CH:83]2[CH2:88][CH2:87][NH:86][CH2:85][CH2:84]2)[CH:82]=[CH:81][CH:80]=[CH:79][CH:78]=1. Product: [CH:53]1([S:50]([NH:49][C:47]([C@@:13]23[CH2:46][C@H:12]2[CH:11]=[CH:10][CH2:9][CH2:8][CH2:7][CH2:6][CH2:5][C@H:4]([NH:3][C:69]([N:86]2[CH2:87][CH2:88][CH:83]([C:77]4[CH:82]=[CH:81][CH:80]=[CH:79][CH:78]=4)[CH2:84][CH2:85]2)=[O:75])[C:18](=[O:19])[N:17]2[CH2:20][C@H:21]([O:23][C:24]4[C:33]5[C:28](=[C:29]([CH3:36])[C:30]([O:34][CH3:35])=[CH:31][CH:32]=5)[N:27]=[C:26]([C:37]5[S:38][CH:39]=[C:40]([CH:42]([CH3:43])[CH3:44])[N:41]=5)[CH:25]=4)[CH2:22][C@H:16]2[C:15](=[O:45])[NH:14]3)=[O:48])(=[O:51])=[O:52])[CH2:54][CH2:55]1. The catalyst class is: 68. (6) Reactant: [OH:1][CH2:2][C@@H:3]([NH:13][C:14](=[O:20])[O:15][C:16]([CH3:19])([CH3:18])[CH3:17])[CH2:4][NH:5][C:6](=[O:12])[O:7][C:8]([CH3:11])([CH3:10])[CH3:9].[H-].[Na+].[CH3:23]I.O. Product: [CH3:23][O:1][CH2:2][C@@H:3]([NH:13][C:14](=[O:20])[O:15][C:16]([CH3:19])([CH3:18])[CH3:17])[CH2:4][NH:5][C:6](=[O:12])[O:7][C:8]([CH3:10])([CH3:11])[CH3:9]. The catalyst class is: 1.